From a dataset of Reaction yield outcomes from USPTO patents with 853,638 reactions. Predict the reaction yield, written as a fraction of the theoretical maximum amount of product (1.0 means a 100% yield; for example, 0.34 means a 34% yield). The reactants are [C:1]([O:5][C:6]([NH:8][C@H:9]([C@@H:17]1[O:21][C:20](=[O:22])[CH:19]([C:23](OCC)=O)[CH2:18]1)[CH2:10][C:11]1[CH:16]=[CH:15][CH:14]=[CH:13][CH:12]=1)=[O:7])([CH3:4])([CH3:3])[CH3:2].CC[O-].[Na+].BrC[C:34]1[CH:39]=[CH:38][C:37]([C:40]2[CH:45]=[CH:44][CH:43]=[CH:42][N:41]=2)=[CH:36][CH:35]=1.C(O)(=O)CC(CC(O)=O)(C(O)=O)O. The catalyst is C(O)C.O. The product is [O:22]=[C:20]1[O:21][C@@H:17]([C@@H:9]([NH:8][C:6](=[O:7])[O:5][C:1]([CH3:4])([CH3:3])[CH3:2])[CH2:10][C:11]2[CH:12]=[CH:13][CH:14]=[CH:15][CH:16]=2)[CH2:18][CH:19]1[CH2:23][C:34]1[CH:35]=[CH:36][C:37]([C:40]2[CH:45]=[CH:44][CH:43]=[CH:42][N:41]=2)=[CH:38][CH:39]=1. The yield is 0.630.